From a dataset of Catalyst prediction with 721,799 reactions and 888 catalyst types from USPTO. Predict which catalyst facilitates the given reaction. (1) Reactant: [Cl:1][CH2:2][CH2:3][CH2:4][CH2:5][OH:6].[CH2:7]([N:9]([CH3:11])[CH3:10])[CH3:8].[OH-].[Na+]. Product: [Cl-:1].[CH2:7]([N+:9]([CH2:2][CH2:3][CH2:4][CH2:5][OH:6])([CH3:11])[CH3:10])[CH3:8]. The catalyst class is: 6. (2) Reactant: [CH3:1][N:2]([CH3:15])[C@H:3]([CH3:14])[CH2:4][O:5][C:6]1[CH:7]=[C:8]([CH3:13])[C:9]([Cl:12])=[N:10][CH:11]=1.O.[C:17]1([CH3:27])[CH:22]=[CH:21][C:20]([S:23]([OH:26])(=[O:25])=[O:24])=[CH:19][CH:18]=1.C(OCC)C. Product: [C:17]1([CH3:27])[CH:18]=[CH:19][C:20]([S:23]([OH:26])(=[O:24])=[O:25])=[CH:21][CH:22]=1.[CH3:1][N:2]([CH3:15])[C@H:3]([CH3:14])[CH2:4][O:5][C:6]1[CH:7]=[C:8]([CH3:13])[C:9]([Cl:12])=[N:10][CH:11]=1. The catalyst class is: 13. (3) Reactant: C([O:8][C:9]1[C:14]([C:15]2[N:19]([C:20]3[CH:25]=[CH:24][C:23]([CH2:26][N:27]4[CH2:32][CH2:31][O:30][CH2:29][CH2:28]4)=[CH:22][CH:21]=3)[C:18]([S:33]([CH3:36])(=[O:35])=[O:34])=[N:17][N:16]=2)=[CH:13][C:12]([CH:37]([CH3:39])[CH3:38])=[C:11]([O:40]CC2C=CC=CC=2)[CH:10]=1)C1C=CC=CC=1.C(C1C(OCOC)=CC(OCOC)=C(C2N(C3C=CC(CN4CCOCC4)=CC=3)C(S(C)(=O)=O)=NN=2)C=1)(C)C.B(Cl)(Cl)Cl.C(=O)([O-])O.[Na+]. Product: [CH:37]([C:12]1[CH:13]=[C:14]([C:15]2[N:19]([C:20]3[CH:25]=[CH:24][C:23]([CH2:26][N:27]4[CH2:28][CH2:29][O:30][CH2:31][CH2:32]4)=[CH:22][CH:21]=3)[C:18]([S:33]([CH3:36])(=[O:35])=[O:34])=[N:17][N:16]=2)[C:9]([OH:8])=[CH:10][C:11]=1[OH:40])([CH3:39])[CH3:38]. The catalyst class is: 2. (4) The catalyst class is: 27. Product: [Cl:1][C:2]1[N:11]=[C:10]([NH:13][CH2:14][C:15]2[CH:20]=[CH:19][CH:18]=[CH:17][N:16]=2)[C:9]2[C:4](=[CH:5][CH:6]=[CH:7][CH:8]=2)[N:3]=1. Reactant: [Cl:1][C:2]1[N:11]=[C:10](Cl)[C:9]2[C:4](=[CH:5][CH:6]=[CH:7][CH:8]=2)[N:3]=1.[NH2:13][CH2:14][C:15]1[CH:20]=[CH:19][CH:18]=[CH:17][N:16]=1.